From a dataset of Full USPTO retrosynthesis dataset with 1.9M reactions from patents (1976-2016). Predict the reactants needed to synthesize the given product. (1) Given the product [C:1]([N:5]1[C:9]([C:10]2[CH:11]=[CH:12][C:13]([O:16][CH3:17])=[CH:14][CH:15]=2)=[CH:8][C:7]([CH2:18][CH2:19][CH2:20][N:33]2[CH2:34][CH2:35][N:30]([C:25]3[CH:26]=[CH:27][C:28]([CH3:29])=[C:23]([CH3:22])[CH:24]=3)[CH2:31][CH2:32]2)=[N:6]1)([CH3:3])([CH3:2])[CH3:4], predict the reactants needed to synthesize it. The reactants are: [C:1]([N:5]1[C:9]([C:10]2[CH:15]=[CH:14][C:13]([O:16][CH3:17])=[CH:12][CH:11]=2)=[CH:8][C:7]([CH2:18][CH2:19][CH:20]=O)=[N:6]1)([CH3:4])([CH3:3])[CH3:2].[CH3:22][C:23]1[CH:24]=[C:25]([N:30]2[CH2:35][CH2:34][NH:33][CH2:32][CH2:31]2)[CH:26]=[CH:27][C:28]=1[CH3:29].CCN(C(C)C)C(C)C.[BH-](OC(C)=O)(OC(C)=O)OC(C)=O.[Na+]. (2) Given the product [F:23][C:6]1[CH:5]=[C:4]([CH2:3][C@@H:2]([OH:1])[CH2:24][OH:25])[CH:9]=[N:8][C:7]=1[N:10]1[CH2:11][CH2:12][NH:13][CH2:14][CH2:15]1, predict the reactants needed to synthesize it. The reactants are: [OH:1][C@@H:2]([CH2:24][OH:25])[CH2:3][C:4]1[CH:5]=[C:6]([F:23])[C:7]([N:10]2[CH2:15][CH2:14][N:13](C(OC(C)(C)C)=O)[CH2:12][CH2:11]2)=[N:8][CH:9]=1.Cl.C(OCC)C. (3) Given the product [Br:30][C:2]1[C:11]2[C:6](=[CH:7][C:8]([O:12][C:13]3[CH:18]=[CH:17][CH:16]=[CH:15][C:14]=3[CH3:19])=[CH:9][CH:10]=2)[C:5]([OH:20])=[C:4]([C:21]([O:23][CH2:24][CH2:25][CH2:26][CH3:27])=[O:22])[N:3]=1, predict the reactants needed to synthesize it. The reactants are: O[C:2]1[C:11]2[C:6](=[CH:7][C:8]([O:12][C:13]3[CH:18]=[CH:17][CH:16]=[CH:15][C:14]=3[CH3:19])=[CH:9][CH:10]=2)[C:5]([OH:20])=[C:4]([C:21]([O:23][CH2:24][CH2:25][CH2:26][CH3:27])=[O:22])[N:3]=1.P(Br)(Br)([Br:30])=O. (4) Given the product [CH3:21][O:22][C:23]1[C:28]([O:29][CH3:30])=[CH:27][C:26]([NH:31][C:14]([C:13]2[CH:8]([C:5]3[CH:4]=[CH:3][C:2]([F:1])=[CH:7][CH:6]=3)[NH:9][C:10](=[O:20])[N:11]([CH2:17][CH2:18][OH:19])[CH:12]=2)=[O:16])=[C:25]([CH3:32])[CH:24]=1, predict the reactants needed to synthesize it. The reactants are: [F:1][C:2]1[CH:7]=[CH:6][C:5]([CH:8]2[C:13]([C:14]([OH:16])=O)=[CH:12][N:11]([CH2:17][CH2:18][OH:19])[C:10](=[O:20])[NH:9]2)=[CH:4][CH:3]=1.[CH3:21][O:22][C:23]1[C:28]([O:29][CH3:30])=[CH:27][C:26]([NH2:31])=[C:25]([CH3:32])[CH:24]=1.F[P-](F)(F)(F)(F)F.N1(O[P+](N2CCCC2)(N2CCCC2)N2CCCC2)C2C=CC=CC=2N=N1.C(N(C(C)C)CC)(C)C. (5) The reactants are: [Cl:1][C:2]1[CH:7]=[C:6]([S:8][CH3:9])[CH:5]=[CH:4][C:3]=1B(O)O.I[C:14]1[N:19]=[C:18]([CH3:20])[CH:17]=[CH:16][C:15]=1[OH:21]. Given the product [Cl:1][C:2]1[CH:7]=[C:6]([S:8][CH3:9])[CH:5]=[CH:4][C:3]=1[C:14]1[C:15]([OH:21])=[CH:16][CH:17]=[C:18]([CH3:20])[N:19]=1, predict the reactants needed to synthesize it. (6) Given the product [CH3:48][O:47][C:44]1[CH:45]=[CH:46][C:41]([CH2:40][N:8]([CH2:7][C:6]2[CH:5]=[CH:4][C:3]([O:2][CH3:1])=[CH:50][CH:49]=2)[C:9]2[N:10]=[CH:11][C:12]([C:15]3[C:16]4[CH2:29][CH2:28][N:27]([C:30]5[CH:38]=[CH:37][C:33]([C:34]([N:60]6[CH2:61][CH2:62][N:57]([C:54]7[CH:55]=[CH:56][N:51]=[CH:52][CH:53]=7)[CH2:58][CH2:59]6)=[O:36])=[CH:32][C:31]=5[F:39])[C:17]=4[N:18]=[C:19]([N:21]4[CH2:26][CH2:25][O:24][CH2:23][CH2:22]4)[N:20]=3)=[CH:13][N:14]=2)=[CH:42][CH:43]=1, predict the reactants needed to synthesize it. The reactants are: [CH3:1][O:2][C:3]1[CH:50]=[CH:49][C:6]([CH2:7][N:8]([CH2:40][C:41]2[CH:46]=[CH:45][C:44]([O:47][CH3:48])=[CH:43][CH:42]=2)[C:9]2[N:14]=[CH:13][C:12]([C:15]3[C:16]4[CH2:29][CH2:28][N:27]([C:30]5[CH:38]=[CH:37][C:33]([C:34]([OH:36])=O)=[CH:32][C:31]=5[F:39])[C:17]=4[N:18]=[C:19]([N:21]4[CH2:26][CH2:25][O:24][CH2:23][CH2:22]4)[N:20]=3)=[CH:11][N:10]=2)=[CH:5][CH:4]=1.[N:51]1[CH:56]=[CH:55][C:54]([N:57]2[CH2:62][CH2:61][NH:60][CH2:59][CH2:58]2)=[CH:53][CH:52]=1. (7) Given the product [CH3:1][C:2]1([CH3:11])[N:6]2[C:7](=[O:10])[C:8]3([CH2:14][CH2:13]3)[CH2:9][C@H:5]2[CH2:4][O:3]1, predict the reactants needed to synthesize it. The reactants are: [CH3:1][C:2]1([CH3:11])[N:6]2[C:7](=[O:10])[CH2:8][CH2:9][C@H:5]2[CH2:4][O:3]1.[Li+].[CH3:13][CH:14]([N-]C(C)C)C.O1CCOS1(=O)=O.[NH4+].[Cl-]. (8) Given the product [OH:1][C:2]1[CH:7]=[CH:6][CH:5]=[CH:4][C:3]=1[S:8]([C:9]1[CH:10]=[CH:11][C:12]([N:15]2[CH:19]=[C:18]([NH:20][C:21]([NH2:23])=[O:22])[C:17]([C:24](=[O:26])[NH2:25])=[N:16]2)=[CH:13][CH:14]=1)=[O:27], predict the reactants needed to synthesize it. The reactants are: [OH:1][C:2]1[CH:7]=[CH:6][CH:5]=[CH:4][C:3]=1[S:8][C:9]1[CH:14]=[CH:13][C:12]([N:15]2[CH:19]=[C:18]([NH:20][C:21]([NH2:23])=[O:22])[C:17]([C:24](=[O:26])[NH2:25])=[N:16]2)=[CH:11][CH:10]=1.[OH:27]O. (9) Given the product [Br:1]/[CH:2]=[C:3]1\[CH2:11][CH2:10][CH2:9][C@@:8]2([CH3:12])[C@H:4]\1[CH2:5][C:6](=[O:21])/[C:7]/2=[CH:13]\[N:14]([CH2:15][CH2:16][C:17]1[CH:28]=[CH:27][CH:20]=[CH:19][CH:18]=1)[C:22](=[O:24])[CH3:23], predict the reactants needed to synthesize it. The reactants are: [Br:1]/[CH:2]=[C:3]1/[C@H:4]2[C@:8]([CH3:12])([CH2:9][CH2:10][CH2:11]/1)/[C:7](=[CH:13]/[NH:14][C:15]1[CH:20]=[CH:19][CH:18]=[CH:17][CH:16]=1)/[C:6](=[O:21])[CH2:5]2.[C:22](Cl)(=[O:24])[CH3:23].N1C=CC=[CH:28][CH:27]=1. (10) The reactants are: [NH2:1][C:2]1[CH:3]=[C:4]([Cl:31])[CH:5]=[C:6]2[C:10]=1[NH:9][C:8]([C:11]([NH2:13])=[O:12])=[C:7]2[S:14]([N:17]1[CH2:22][CH2:21][O:20][C@H:19]([CH2:23][O:24][C:25]2[CH:30]=[CH:29][CH:28]=[CH:27][CH:26]=2)[CH2:18]1)(=[O:16])=[O:15].[NH:32]1[CH2:36][CH2:35][C:34](=O)[CH2:33]1. Given the product [Cl:31][C:4]1[CH:5]=[C:6]2[C:10](=[C:2]([NH:1][CH:34]3[CH2:35][CH2:36][NH:32][CH2:33]3)[CH:3]=1)[NH:9][C:8]([C:11]([NH2:13])=[O:12])=[C:7]2[S:14]([N:17]1[CH2:22][CH2:21][O:20][C@H:19]([CH2:23][O:24][C:25]2[CH:26]=[CH:27][CH:28]=[CH:29][CH:30]=2)[CH2:18]1)(=[O:16])=[O:15], predict the reactants needed to synthesize it.